From a dataset of Forward reaction prediction with 1.9M reactions from USPTO patents (1976-2016). Predict the product of the given reaction. (1) Given the reactants [OH:1][C:2]1[CH:3]=[C:4]2[C:9](=[CH:10][CH:11]=1)[CH:8]=[C:7]([C:12]1[CH:17]=[CH:16][N:15]=[C:14]([C:18]([O:20][CH3:21])=[O:19])[CH:13]=1)[CH:6]=[CH:5]2.C(=O)([O-])[O-].[Cs+].[Cs+].Cl[CH2:29][C:30]1[C:31]([C:38]2[C:43]([Cl:44])=[CH:42][CH:41]=[CH:40][C:39]=2[Cl:45])=[N:32][O:33][C:34]=1[CH:35]([CH3:37])[CH3:36].C(OCC)(=O)C, predict the reaction product. The product is: [Cl:44][C:43]1[CH:42]=[CH:41][CH:40]=[C:39]([Cl:45])[C:38]=1[C:31]1[C:30]([CH2:29][O:1][C:2]2[CH:3]=[C:4]3[C:9](=[CH:10][CH:11]=2)[CH:8]=[C:7]([C:12]2[CH:17]=[CH:16][N:15]=[C:14]([C:18]([O:20][CH3:21])=[O:19])[CH:13]=2)[CH:6]=[CH:5]3)=[C:34]([CH:35]([CH3:37])[CH3:36])[O:33][N:32]=1. (2) Given the reactants [CH3:1][C:2]1[CH:10]=[C:6]([C:7]([OH:9])=O)[C:5]([OH:11])=[CH:4][CH:3]=1.[Cl:12][C:13]1[CH:19]=[CH:18][C:16]([NH2:17])=[CH:15][C:14]=1[C:20]([F:23])([F:22])[F:21], predict the reaction product. The product is: [Cl:12][C:13]1[CH:19]=[CH:18][C:16]([NH:17][C:7](=[O:9])[C:6]2[CH:10]=[C:2]([CH3:1])[CH:3]=[CH:4][C:5]=2[OH:11])=[CH:15][C:14]=1[C:20]([F:21])([F:22])[F:23]. (3) The product is: [N:63]1([CH2:62][CH2:61][NH:60][C:57]([CH:47]2[CH:48]([C:51]3[CH:52]=[CH:53][CH:54]=[CH:55][CH:56]=3)[CH2:49][CH2:50][N:46]2[C:44]([C:27]2[N:28]=[C:29]3[C:34]([C:35]([F:38])([F:36])[F:37])=[CH:33][C:32]([C:39]4[CH:43]=[CH:42][O:41][CH:40]=4)=[CH:31][N:30]3[C:26]=2[Cl:25])=[O:45])=[O:58])[CH2:68][CH2:67][O:66][CH2:65][CH2:64]1. Given the reactants CN(C(ON1N=NC2C=CC=NC1=2)=[N+](C)C)C.F[P-](F)(F)(F)(F)F.[Cl:25][C:26]1[N:30]2[CH:31]=[C:32]([C:39]3[CH:43]=[CH:42][O:41][CH:40]=3)[CH:33]=[C:34]([C:35]([F:38])([F:37])[F:36])[C:29]2=[N:28][C:27]=1[C:44]([N:46]1[CH2:50][CH2:49][CH:48]([C:51]2[CH:56]=[CH:55][CH:54]=[CH:53][CH:52]=2)[CH:47]1[C:57](O)=[O:58])=[O:45].[NH2:60][CH2:61][CH2:62][N:63]1[CH2:68][CH2:67][O:66][CH2:65][CH2:64]1, predict the reaction product. (4) Given the reactants [NH:1]1[C:9]2[C:4](=[CH:5][CH:6]=[CH:7][CH:8]=2)[CH2:3][CH:2]1[C:10]1[C:18]2[C:13](=[CH:14][CH:15]=[C:16]([O:19][P:20]([C:28]3[CH:33]=[CH:32][CH:31]=[CH:30][CH:29]=3)([C:22]3[CH:27]=[CH:26][CH:25]=[CH:24][CH:23]=3)=[O:21])[CH:17]=2)[NH:12][N:11]=1, predict the reaction product. The product is: [NH:1]1[C:9]2[C:4](=[CH:5][CH:6]=[CH:7][CH:8]=2)[CH:3]=[C:2]1[C:10]1[C:18]2[C:13](=[CH:14][CH:15]=[C:16]([O:19][P:20]([C:28]3[CH:29]=[CH:30][CH:31]=[CH:32][CH:33]=3)([C:22]3[CH:27]=[CH:26][CH:25]=[CH:24][CH:23]=3)=[O:21])[CH:17]=2)[NH:12][N:11]=1. (5) Given the reactants [CH3:1][C@H:2]([O:16]S(C)(=O)=O)[CH2:3][CH2:4][O:5][Si:6]([CH:13]([CH3:15])[CH3:14])([CH:10]([CH3:12])[CH3:11])[CH:7]([CH3:9])[CH3:8].[F:21][C:22]1[CH:27]=[CH:26][C:25]([F:28])=[CH:24][C:23]=1O, predict the reaction product. The product is: [F:21][C:22]1[CH:27]=[CH:26][C:25]([F:28])=[CH:24][C:23]=1[O:16][C@H:2]([CH3:1])[CH2:3][CH2:4][O:5][Si:6]([CH:13]([CH3:15])[CH3:14])([CH:10]([CH3:12])[CH3:11])[CH:7]([CH3:9])[CH3:8]. (6) Given the reactants [I:1][C:2]1[C:3]([S:11][C:12]2[N:20]=[C:19]3[C:15]([N:16]=[CH:17][NH:18]3)=[C:14](N)[N:13]=2)=[CH:4][C:5]2[O:9][CH2:8][O:7][C:6]=2[CH:10]=1.[C:22]([O:25][C:26]([CH3:35])([CH3:34])[C:27]([NH:29][CH2:30][CH2:31][CH2:32]Br)=[O:28])(=[O:24])[CH3:23].C([O-])([O-])=O.[Cs+].[Cs+].C[N:43](C=O)C, predict the reaction product. The product is: [C:22]([O:25][C:26]([CH3:35])([CH3:34])[C:27]([NH:29][CH2:30][CH2:31][CH2:32][N:20]1[C:12]([S:11][C:3]2[C:2]([I:1])=[CH:10][C:6]3[O:7][CH2:8][O:9][C:5]=3[CH:4]=2)=[N:13][C:14]2[C:19]1=[N:18][CH:17]=[N:16][C:15]=2[NH2:43])=[O:28])(=[O:24])[CH3:23].